From a dataset of Catalyst prediction with 721,799 reactions and 888 catalyst types from USPTO. Predict which catalyst facilitates the given reaction. Reactant: [Br:1][C:2]1[CH:3]=[C:4]([CH:10]=[C:11](/[CH:14]=[CH:15]/[CH2:16][O:17][CH3:18])[C:12]=1[CH3:13])[CH2:5][NH:6][CH:7]1[CH2:9][CH2:8]1.[C:19](O[C:19]([O:21][C:22]([CH3:25])([CH3:24])[CH3:23])=[O:20])([O:21][C:22]([CH3:25])([CH3:24])[CH3:23])=[O:20].CCN(C(C)C)C(C)C. Product: [C:22]([O:21][C:19](=[O:20])[N:6]([CH2:5][C:4]1[CH:10]=[C:11](/[CH:14]=[CH:15]/[CH2:16][O:17][CH3:18])[C:12]([CH3:13])=[C:2]([Br:1])[CH:3]=1)[CH:7]1[CH2:8][CH2:9]1)([CH3:25])([CH3:24])[CH3:23]. The catalyst class is: 4.